From a dataset of Full USPTO retrosynthesis dataset with 1.9M reactions from patents (1976-2016). Predict the reactants needed to synthesize the given product. Given the product [CH:1]1([NH:4][C:5]2[N:6]=[N:7][C:8]([C:11]#[C:12][C:37]3[CH:36]=[C:16]([CH:15]=[CH:14][C:38]=3[CH3:39])[C:17]([NH:19][C:20]3[CH:25]=[CH:24][C:23]([N:26]4[CH:30]=[C:29]([CH3:31])[N:28]=[CH:27]4)=[C:22]([C:32]([F:33])([F:34])[F:35])[CH:21]=3)=[O:18])=[CH:9][CH:10]=2)[CH2:3][CH2:2]1, predict the reactants needed to synthesize it. The reactants are: [CH:1]1([NH:4][C:5]2[N:6]=[N:7][C:8]([C:11]#[CH:12])=[CH:9][CH:10]=2)[CH2:3][CH2:2]1.I[C:14]1[CH:15]=[C:16]([CH:36]=[CH:37][C:38]=1[CH3:39])[C:17]([NH:19][C:20]1[CH:25]=[CH:24][C:23]([N:26]2[CH:30]=[C:29]([CH3:31])[N:28]=[CH:27]2)=[C:22]([C:32]([F:35])([F:34])[F:33])[CH:21]=1)=[O:18].